The task is: Predict the product of the given reaction.. This data is from Forward reaction prediction with 1.9M reactions from USPTO patents (1976-2016). (1) Given the reactants C([N:3](CC)CC)C.[CH3:8][C:9]1([CH3:19])[CH2:14][C:13](CN)([CH3:15])[CH2:12][CH:11]([NH2:18])[CH2:10]1.[C:20](Cl)(=[O:23])[CH:21]=[CH2:22], predict the reaction product. The product is: [C:11]([NH2:18])(=[O:23])[CH:10]=[CH2:9].[C:20]([NH2:3])(=[O:23])[CH:21]=[CH2:22].[O:23]=[C:11]1[CH2:10][C:9]([CH3:19])([CH3:8])[CH2:14][C:13]([CH3:15])=[CH:12]1. (2) Given the reactants [CH3:1][O:2][C:3]1[CH:8]=[CH:7][C:6]([N+:9]([O-])=O)=[CH:5][C:4]=1[NH:12][S:13]([CH3:16])(=[O:15])=[O:14], predict the reaction product. The product is: [NH2:9][C:6]1[CH:7]=[CH:8][C:3]([O:2][CH3:1])=[C:4]([NH:12][S:13]([CH3:16])(=[O:15])=[O:14])[CH:5]=1.